From a dataset of Full USPTO retrosynthesis dataset with 1.9M reactions from patents (1976-2016). Predict the reactants needed to synthesize the given product. Given the product [F:1][C:2]1[CH:7]=[CH:6][C:5]([CH2:8][CH2:9][C:10]([O:12][CH2:13][CH3:14])=[O:11])=[CH:4][C:3]=1[NH:15][C:16]([C:18]1[C:27]2[C:22](=[CH:23][CH:24]=[CH:25][CH:26]=2)[CH:21]=[C:20]([C:28]2[CH:33]=[CH:32][CH:31]=[C:30]([F:34])[CH:29]=2)[CH:19]=1)=[O:17], predict the reactants needed to synthesize it. The reactants are: [F:1][C:2]1[CH:7]=[CH:6][C:5](/[CH:8]=[CH:9]/[C:10]([O:12][CH2:13][CH3:14])=[O:11])=[CH:4][C:3]=1[NH:15][C:16]([C:18]1[C:27]2[C:22](=[CH:23][CH:24]=[CH:25][CH:26]=2)[CH:21]=[C:20]([C:28]2[CH:33]=[CH:32][CH:31]=[C:30]([F:34])[CH:29]=2)[CH:19]=1)=[O:17].CC([O-])=O.[Na+].